Dataset: Full USPTO retrosynthesis dataset with 1.9M reactions from patents (1976-2016). Task: Predict the reactants needed to synthesize the given product. (1) The reactants are: [F:1][C:2]1[CH:25]=[CH:24][CH:23]=[C:22]([C:26]([F:29])([F:28])[F:27])[C:3]=1[C:4]([NH:6][C:7]1[S:18][C:10]2[C:11]([CH3:17])([CH3:16])[O:12][C:13]([CH3:15])([CH3:14])[C:9]=2[C:8]=1[C:19]([OH:21])=O)=[O:5].[NH2:30][CH2:31][C@@H:32]1[CH2:36][CH2:35][CH2:34][O:33]1. Given the product [F:1][C:2]1[CH:25]=[CH:24][CH:23]=[C:22]([C:26]([F:27])([F:28])[F:29])[C:3]=1[C:4]([NH:6][C:7]1[S:18][C:10]2[C:11]([CH3:17])([CH3:16])[O:12][C:13]([CH3:15])([CH3:14])[C:9]=2[C:8]=1[C:19]([NH:30][CH2:31][C@@H:32]1[CH2:36][CH2:35][CH2:34][O:33]1)=[O:21])=[O:5], predict the reactants needed to synthesize it. (2) Given the product [C:14]([CH:13]=[C:11]1[CH2:12][N:8]([C:6]([C:25]2[C:20](=[O:19])[O:21][C:22]([CH2:29][CH2:30][CH2:31][CH2:32][CH3:33])=[CH:23][CH:24]=2)=[O:7])[C@H:9]([C:16]([NH:40][CH2:39][C:35]2[O:34][CH:38]=[CH:37][CH:36]=2)=[O:18])[CH2:10]1)#[N:15], predict the reactants needed to synthesize it. The reactants are: C(O[C:6]([N:8]1[CH2:12][C:11](=[CH:13][C:14]#[N:15])[CH2:10][C@H:9]1[C:16]([OH:18])=O)=[O:7])(C)(C)C.[O:19]=[C:20]1[C:25](C(Cl)=O)=[CH:24][CH:23]=[C:22]([CH2:29][CH2:30][CH2:31][CH2:32][CH3:33])[O:21]1.[O:34]1[CH:38]=[CH:37][CH:36]=[C:35]1[CH2:39][NH2:40]. (3) Given the product [NH2:1][C:2]1[N:16]=[CH:15][C:14]([C:21]2[CH:26]=[CH:25][C:24]([CH2:27][CH2:28][C:29]([OH:31])=[O:30])=[CH:23][CH:22]=2)=[CH:13][C:3]=1[C:4](=[O:5])[NH:6][C:7]1[CH:12]=[CH:11][N:10]=[CH:9][CH:8]=1, predict the reactants needed to synthesize it. The reactants are: [NH2:1][C:2]1[N:16]=[CH:15][C:14](Br)=[CH:13][C:3]=1[C:4]([NH:6][C:7]1[CH:12]=[CH:11][N:10]=[CH:9][CH:8]=1)=[O:5].B([C:21]1[CH:26]=[CH:25][C:24]([CH2:27][CH2:28][C:29]([OH:31])=[O:30])=[CH:23][CH:22]=1)(O)O. (4) Given the product [Cl:1][C:2]1[CH:3]=[N:4][C:5]2[N:6]([N:8]=[C:9]([C:11]([N:27]3[CH2:26][CH2:25][N:24]4[C:20]([C:17]5[CH:18]=[CH:19][N:14]=[CH:15][N:16]=5)=[N:21][N:22]=[C:23]4[CH2:28]3)=[O:13])[CH:10]=2)[CH:7]=1, predict the reactants needed to synthesize it. The reactants are: [Cl:1][C:2]1[CH:3]=[N:4][C:5]2[N:6]([N:8]=[C:9]([C:11]([OH:13])=O)[CH:10]=2)[CH:7]=1.[N:14]1[CH:19]=[CH:18][C:17]([C:20]2[N:24]3[CH2:25][CH2:26][NH:27][CH2:28][C:23]3=[N:22][N:21]=2)=[N:16][CH:15]=1. (5) Given the product [CH3:3][C:2]([C:4]([O:6][CH2:7][CH2:8][OH:9])=[O:5])=[CH2:1].[C:16](=[O:21])([O-:5])[O:17][CH:18]([Cl:20])[CH3:19], predict the reactants needed to synthesize it. The reactants are: [CH3:1][C:2]([C:4]([O:6][CH2:7][CH2:8][OH:9])=[O:5])=[CH2:3].N1C=CC=CC=1.[C:16](Cl)(=[O:21])[O:17][CH:18]([Cl:20])[CH3:19].